Task: Predict the reaction yield, written as a fraction of the theoretical maximum amount of product (1.0 means a 100% yield; for example, 0.34 means a 34% yield).. Dataset: Reaction yield outcomes from USPTO patents with 853,638 reactions (1) The reactants are [CH:1]([C:4]1[CH:9]=[CH:8][C:7]([CH:10]2[C:14]3[C:15]([CH3:29])=[C:16]([NH:21][C:22](=[O:28])[C:23](OCC)=[O:24])[C:17]([CH3:20])=[C:18]([CH3:19])[C:13]=3[O:12][CH2:11]2)=[CH:6][CH:5]=1)([CH3:3])[CH3:2].[C:30]([Mg]Cl)([CH3:33])([CH3:32])[CH3:31]. The catalyst is C1COCC1. The product is [CH:1]([C:4]1[CH:5]=[CH:6][C:7]([CH:10]2[C:14]3[C:15]([CH3:29])=[C:16]([NH:21][C:22](=[O:28])[C:23](=[O:24])[C:30]([CH3:33])([CH3:32])[CH3:31])[C:17]([CH3:20])=[C:18]([CH3:19])[C:13]=3[O:12][CH2:11]2)=[CH:8][CH:9]=1)([CH3:2])[CH3:3]. The yield is 0.280. (2) The catalyst is C1COCC1. The yield is 0.740. The product is [F:21][C:20]([F:23])([F:22])[O:19][C:16]1[CH:17]=[CH:18][C:13]([C:10]2[N:9]=[CH:8][C:7]([CH:27]=[O:28])=[CH:12][N:11]=2)=[CH:14][CH:15]=1. The reactants are [Li]CCCC.Br[C:7]1[CH:8]=[N:9][C:10]([C:13]2[CH:18]=[CH:17][C:16]([O:19][C:20]([F:23])([F:22])[F:21])=[CH:15][CH:14]=2)=[N:11][CH:12]=1.CN([CH:27]=[O:28])C. (3) The reactants are [CH2:1]([C:5]1[CH:12]=[CH:11][CH:10]=[CH:9][C:6]=1[CH:7]=[O:8])[CH2:2][CH:3]=[CH2:4].[BH4-].[Na+]. The catalyst is CO. The product is [CH2:1]([C:5]1[CH:12]=[CH:11][CH:10]=[CH:9][C:6]=1[CH2:7][OH:8])[CH2:2][CH:3]=[CH2:4]. The yield is 0.632. (4) The reactants are C(#N)C.[Cl:4][C:5]1[CH:10]=[C:9]([Cl:11])[C:8]([S:12][CH2:13][C:14]([F:17])([F:16])[F:15])=[CH:7][C:6]=1[OH:18].[Br:19][CH2:20][CH2:21][CH2:22][CH2:23][CH2:24][CH2:25]Br.C(=O)([O-])[O-].[K+].[K+]. The catalyst is [Br-].C([N+](CCCC)(CCCC)CCCC)CCC.C(OC(=O)C)C.CCCCCC. The product is [Br:19][CH2:20][CH2:21][CH2:22][CH2:23][CH2:24][CH2:25][O:18][C:6]1[CH:7]=[C:8]([S:12][CH2:13][C:14]([F:15])([F:17])[F:16])[C:9]([Cl:11])=[CH:10][C:5]=1[Cl:4]. The yield is 0.950.